From a dataset of Full USPTO retrosynthesis dataset with 1.9M reactions from patents (1976-2016). Predict the reactants needed to synthesize the given product. (1) The reactants are: [NH2:1][C:2]1[CH:7]=[CH:6][C:5]([Cl:8])=[CH:4][C:3]=1[NH:9][C:10]1[CH:15]=[CH:14][C:13]([NH:16][C:17](=[O:19])[CH3:18])=[CH:12][CH:11]=1.[C:20](=O)(O)[O-].[Na+]. Given the product [Cl:8][C:5]1[CH:6]=[CH:7][C:2]2[N:1]=[CH:20][N:9]([C:10]3[CH:11]=[CH:12][C:13]([NH:16][C:17](=[O:19])[CH3:18])=[CH:14][CH:15]=3)[C:3]=2[CH:4]=1, predict the reactants needed to synthesize it. (2) Given the product [CH3:35][O:34][C:29]1[CH:30]=[C:31]2[C:26](=[CH:27][C:28]=1[O:36][CH3:37])[O:25][CH:24]=[C:23]([CH2:22][CH2:21][CH2:20][CH2:19][N:16]1[CH2:15][CH2:14][N:13]([C:9]3[CH:8]=[C:7]([NH:6][C:2](=[O:3])[O:4][CH3:5])[CH:12]=[CH:11][CH:10]=3)[CH2:18][CH2:17]1)[C:32]2=[O:33], predict the reactants needed to synthesize it. The reactants are: Cl[C:2]([O:4][CH3:5])=[O:3].[NH2:6][C:7]1[CH:8]=[C:9]([N:13]2[CH2:18][CH2:17][N:16]([CH2:19][CH2:20][CH2:21][CH2:22][C:23]3[C:32](=[O:33])[C:31]4[C:26](=[CH:27][C:28]([O:36][CH3:37])=[C:29]([O:34][CH3:35])[CH:30]=4)[O:25][CH:24]=3)[CH2:15][CH2:14]2)[CH:10]=[CH:11][CH:12]=1. (3) Given the product [CH2:6]([O:5][CH2:4][CH2:3][CH2:2][N:13]([CH:29]1[CH:28]([S:25]([C:22]2[CH:21]=[CH:20][C:19]([Cl:18])=[CH:24][CH:23]=2)(=[O:27])=[O:26])[C:37]2[C:32](=[C:33]([F:39])[CH:34]=[CH:35][C:36]=2[F:38])[O:31][CH2:30]1)[CH2:14][CH2:15][CH2:16][OH:17])[C:7]1[CH:12]=[CH:11][CH:10]=[CH:9][CH:8]=1, predict the reactants needed to synthesize it. The reactants are: Br[CH2:2][CH2:3][CH2:4][O:5][CH2:6][C:7]1[CH:12]=[CH:11][CH:10]=[CH:9][CH:8]=1.[NH2:13][CH2:14][CH2:15][CH2:16][OH:17].[Cl:18][C:19]1[CH:24]=[CH:23][C:22]([S:25]([C:28]2[C:37]3[C:32](=[C:33]([F:39])[CH:34]=[CH:35][C:36]=3[F:38])[O:31][CH2:30][CH:29]=2)(=[O:27])=[O:26])=[CH:21][CH:20]=1.C(N(CC)CC)C. (4) Given the product [CH2:24]([O:31][C:13]1[CH:12]=[C:11]([C:10]2[N:9]=[C:8]([C@H:17]3[CH2:20][C@@H:19]([N:21]([CH3:23])[CH3:22])[CH2:18]3)[N:4]3[CH:5]=[CH:6][N:7]=[C:2]([NH2:54])[C:3]=23)[CH:16]=[CH:15][CH:14]=1)[C:25]1[CH:30]=[CH:29][CH:28]=[CH:27][CH:26]=1, predict the reactants needed to synthesize it. The reactants are: Cl[C:2]1[C:3]2[N:4]([C:8]([C@@H:17]3[CH2:20][C@H:19]([N:21]([CH3:23])[CH3:22])[CH2:18]3)=[N:9][C:10]=2[C:11]2[CH:16]=[CH:15][CH:14]=[CH:13][CH:12]=2)[CH:5]=[CH:6][N:7]=1.[CH2:24]([O:31]C1C=C(C2N=C(C3CC(=O)C3)N3C=CN=C(Cl)C=23)C=CC=1)[C:25]1[CH:30]=[CH:29][CH:28]=[CH:27][CH:26]=1.C[NH:54]C.C(O[BH-](OC(=O)C)OC(=O)C)(=O)C. (5) Given the product [NH2:1][C:2]1[CH:7]=[CH:6][C:5]([S:71][CH2:64][C:65]2[CH:70]=[CH:69][CH:68]=[CH:67][CH:66]=2)=[CH:4][C:3]=1/[CH:9]=[CH:10]/[C:11]#[N:12], predict the reactants needed to synthesize it. The reactants are: [NH2:1][C:2]1[CH:7]=[CH:6][C:5](Br)=[CH:4][C:3]=1/[CH:9]=[CH:10]/[C:11]#[N:12].CC1(C)C2C(=C(P(C3C=CC=CC=3)C3C=CC=CC=3)C=CC=2)OC2C(P(C3C=CC=CC=3)C3C=CC=CC=3)=CC=CC1=2.CCN(C(C)C)C(C)C.[CH2:64]([SH:71])[C:65]1[CH:70]=[CH:69][CH:68]=[CH:67][CH:66]=1. (6) Given the product [F:1][C:2]1[CH:3]=[C:4]([CH:9]([O:14][S:23]([C:26]([F:29])([F:28])[F:27])(=[O:25])=[O:24])[C:10]([F:11])([F:12])[F:13])[CH:5]=[CH:6][C:7]=1[F:8], predict the reactants needed to synthesize it. The reactants are: [F:1][C:2]1[CH:3]=[C:4]([CH:9]([OH:14])[C:10]([F:13])([F:12])[F:11])[CH:5]=[CH:6][C:7]=1[F:8].N1C(C)=CC=CC=1C.[S:23](O[S:23]([C:26]([F:29])([F:28])[F:27])(=[O:25])=[O:24])([C:26]([F:29])([F:28])[F:27])(=[O:25])=[O:24]. (7) Given the product [N:24]1([CH2:20][C:19]2[CH:22]=[CH:23][C:16]([CH2:15][CH2:14][C:11]3[N:12]=[N:13][C:8]([O:7][CH2:6][C:2]4[S:1][CH:5]=[CH:4][CH:3]=4)=[CH:9][CH:10]=3)=[CH:17][CH:18]=2)[CH2:28][CH2:27][CH2:26][CH2:25]1, predict the reactants needed to synthesize it. The reactants are: [S:1]1[CH:5]=[CH:4][CH:3]=[C:2]1[CH2:6][O:7][C:8]1[N:13]=[N:12][C:11]([CH2:14][CH2:15][C:16]2[CH:23]=[CH:22][C:19]([CH:20]=O)=[CH:18][CH:17]=2)=[CH:10][CH:9]=1.[NH:24]1[CH2:28][CH2:27][CH2:26][CH2:25]1.